This data is from Full USPTO retrosynthesis dataset with 1.9M reactions from patents (1976-2016). The task is: Predict the reactants needed to synthesize the given product. (1) Given the product [CH2:12]([O:11][CH2:10][CH2:9][CH2:8][C:5]1[CH:6]=[CH:7][C:2]([CH:33]([OH:34])[C:32]2[CH:35]=[CH:36][C:37]([C:39]([O:41][CH3:42])=[O:40])=[CH:38][C:31]=2[OH:30])=[CH:3][CH:4]=1)[C:13]1[CH:18]=[CH:17][CH:16]=[CH:15][CH:14]=1, predict the reactants needed to synthesize it. The reactants are: Br[C:2]1[CH:7]=[CH:6][C:5]([CH2:8][CH2:9][CH2:10][O:11][CH2:12][C:13]2[CH:18]=[CH:17][CH:16]=[CH:15][CH:14]=2)=[CH:4][CH:3]=1.CCCCCC.C([Li])CCC.[OH:30][C:31]1[CH:38]=[C:37]([C:39]([O:41][CH3:42])=[O:40])[CH:36]=[CH:35][C:32]=1[CH:33]=[O:34].[Cl-].[NH4+]. (2) Given the product [Cl:1][C:2]1[S:6][C:5]([C:7]([Cl:10])=[O:9])=[CH:4][CH:3]=1, predict the reactants needed to synthesize it. The reactants are: [Cl:1][C:2]1[S:6][C:5]([C:7]([OH:9])=O)=[CH:4][CH:3]=1.[Cl:10]CCl.S(Cl)(Cl)=O. (3) The reactants are: [F:1][C:2]([F:41])([F:40])[C:3]1[CH:4]=[C:5]([CH:33]=[C:34]([C:36]([F:39])([F:38])[F:37])[CH:35]=1)[CH2:6][N:7]([CH2:12][C:13]1[CH:18]=[C:17]([C:19]([F:22])([F:21])[F:20])[CH:16]=[CH:15][C:14]=1[C:23]1[CH:28]=[C:27]([CH:29]=[O:30])[CH:26]=[CH:25][C:24]=1[O:31][CH3:32])[C:8](=[O:11])[O:9][CH3:10].C[Si](C)(C)[C:44]([F:47])([F:46])[F:45].[F-].C([N+](CCCC)(CCCC)CCCC)CCC. Given the product [F:1][C:2]([F:40])([F:41])[C:3]1[CH:4]=[C:5]([CH:33]=[C:34]([C:36]([F:37])([F:39])[F:38])[CH:35]=1)[CH2:6][N:7]([CH2:12][C:13]1[CH:18]=[C:17]([C:19]([F:22])([F:21])[F:20])[CH:16]=[CH:15][C:14]=1[C:23]1[CH:28]=[C:27]([CH:29]([OH:30])[C:44]([F:47])([F:46])[F:45])[CH:26]=[CH:25][C:24]=1[O:31][CH3:32])[C:8](=[O:11])[O:9][CH3:10], predict the reactants needed to synthesize it. (4) Given the product [CH3:1][C:2]1[O:6][C:5]([C:7]2[C:8]3[N:16]=[N:15][N:14]([CH2:18][C:19]4[CH:20]=[CH:21][CH:22]=[C:23]([C:25]([OH:28])([CH3:26])[CH3:27])[N:24]=4)[C:9]=3[N:10]=[C:11]([NH2:13])[N:12]=2)=[CH:4][CH:3]=1, predict the reactants needed to synthesize it. The reactants are: [CH3:1][C:2]1[O:6][C:5]([C:7]2[C:8]3[NH:16][N:15]=[N:14][C:9]=3[N:10]=[C:11]([NH2:13])[N:12]=2)=[CH:4][CH:3]=1.Br[CH2:18][C:19]1[N:24]=[C:23]([C:25]([OH:28])([CH3:27])[CH3:26])[CH:22]=[CH:21][CH:20]=1. (5) Given the product [Cl:1][C:2]1[C:3](=[O:25])[N:4]([CH3:24])[CH:5]=[C:6]([C:9]([N:11]2[CH2:16][CH2:15][CH:14]([C:17]3[CH:22]=[CH:21][C:20]([F:23])=[CH:19][CH:18]=3)[CH2:13][CH2:12]2)=[O:10])[C:7]=1[NH:32][C:31]1[CH:33]=[CH:34][C:28]([O:27][CH3:26])=[CH:29][C:30]=1[CH3:35], predict the reactants needed to synthesize it. The reactants are: [Cl:1][C:2]1[C:3](=[O:25])[N:4]([CH3:24])[CH:5]=[C:6]([C:9]([N:11]2[CH2:16][CH2:15][CH:14]([C:17]3[CH:22]=[CH:21][C:20]([F:23])=[CH:19][CH:18]=3)[CH2:13][CH2:12]2)=[O:10])[C:7]=1Cl.[CH3:26][O:27][C:28]1[CH:34]=[CH:33][C:31]([NH2:32])=[C:30]([CH3:35])[CH:29]=1.